The task is: Predict the reaction yield, written as a fraction of the theoretical maximum amount of product (1.0 means a 100% yield; for example, 0.34 means a 34% yield).. This data is from Reaction yield outcomes from USPTO patents with 853,638 reactions. (1) The reactants are [CH2:1]=[C:2]1[C:14](=[O:15])[C:13]2[C:12]3[C:7](=[CH:8][CH:9]=[CH:10][CH:11]=3)[N:6]([CH2:16][C:17]3[CH:26]=[CH:25][C:20]([C:21]([O:23][CH3:24])=[O:22])=[CH:19][CH:18]=3)[C:5]=2[CH2:4][CH2:3]1.[CH3:27][N:28]1[CH2:33][CH2:32][NH:31][CH2:30][CH2:29]1. The catalyst is C1(C)C=CC=CC=1. The product is [CH3:27][N:28]1[CH2:33][CH2:32][N:31]([CH2:1][CH:2]2[C:14](=[O:15])[C:13]3[C:12]4[C:7](=[CH:8][CH:9]=[CH:10][CH:11]=4)[N:6]([CH2:16][C:17]4[CH:18]=[CH:19][C:20]([C:21]([O:23][CH3:24])=[O:22])=[CH:25][CH:26]=4)[C:5]=3[CH2:4][CH2:3]2)[CH2:30][CH2:29]1. The yield is 0.580. (2) The reactants are [Br:1][C:2]1[CH:7]=[CH:6][C:5]([CH:8]2[N:12]([CH2:13][CH2:14][N:15]3[CH2:20][CH2:19][O:18][CH2:17][CH2:16]3)[CH:11]([C:21]3[CH:26]=[CH:25][CH:24]=[CH:23][CH:22]=3)[N:10]([C:27]3[CH:32]=[CH:31][C:30]([C:33]([F:36])([F:35])[F:34])=[CH:29][CH:28]=3)[C:9]2=[O:37])=[CH:4][CH:3]=1.[CH:38]([N-]C(C)C)(C)C.[Li+].CI.C(O)=O.N.O. The catalyst is C1COCC1.C(OCC)(=O)C. The product is [Br:1][C:2]1[CH:7]=[CH:6][C:5]([C:8]2([CH3:38])[N:12]([CH2:13][CH2:14][N:15]3[CH2:16][CH2:17][O:18][CH2:19][CH2:20]3)[CH:11]([C:21]3[CH:26]=[CH:25][CH:24]=[CH:23][CH:22]=3)[N:10]([C:27]3[CH:28]=[CH:29][C:30]([C:33]([F:34])([F:35])[F:36])=[CH:31][CH:32]=3)[C:9]2=[O:37])=[CH:4][CH:3]=1. The yield is 0.430. (3) The reactants are Cl[C:2]1[CH:11]=[N:10][C:9]2[C:4](=[CH:5][C:6]([O:14][CH3:15])=[C:7]([O:12][CH3:13])[CH:8]=2)[N:3]=1.[CH:16]1([NH2:22])[CH2:21][CH2:20][CH2:19][CH2:18][CH2:17]1. No catalyst specified. The product is [CH:16]1([NH:22][C:2]2[CH:11]=[N:10][C:9]3[C:4](=[CH:5][C:6]([O:14][CH3:15])=[C:7]([O:12][CH3:13])[CH:8]=3)[N:3]=2)[CH2:21][CH2:20][CH2:19][CH2:18][CH2:17]1. The yield is 0.690. (4) The reactants are [N+:1]([C:4]1[CH:9]=[CH:8][CH:7]=[C:6]([CH2:10][O:11][C:12]2[CH:17]=[CH:16][CH:15]=[C:14]([Br:18])[CH:13]=2)[CH:5]=1)([O-])=O.[Cl-].[NH4+].O.C(O)C. The yield is 0.970. The product is [Br:18][C:14]1[CH:13]=[C:12]([CH:17]=[CH:16][CH:15]=1)[O:11][CH2:10][C:6]1[CH:5]=[C:4]([NH2:1])[CH:9]=[CH:8][CH:7]=1. The catalyst is O1CCCC1.[Fe]. (5) The reactants are [Br:1][C:2]1[CH:3]=[C:4]([CH:12]2[C:21]3[C:16](=[C:17]4[CH:24]=[CH:23][N:22]([CH3:25])[C:18]4=[CH:19][CH:20]=3)[O:15][CH:14]([OH:26])[CH2:13]2)[CH:5]=[C:6]([O:10][CH3:11])[C:7]=1[O:8][CH3:9].[C:27](Cl)(=O)C.C(=O)(O)[O-].[Na+]. The catalyst is CO. The product is [Br:1][C:2]1[CH:3]=[C:4]([CH:12]2[C:21]3[C:16](=[C:17]4[CH:24]=[CH:23][N:22]([CH3:25])[C:18]4=[CH:19][CH:20]=3)[O:15][CH:14]([O:26][CH3:27])[CH2:13]2)[CH:5]=[C:6]([O:10][CH3:11])[C:7]=1[O:8][CH3:9]. The yield is 0.580. (6) The reactants are [Cl:1][C:2]1[C:3]([N:12]2[CH2:17][CH2:16][CH:15]([NH:18][C:19]3[C:20](=O)[N:21]([CH:32]([CH3:34])[CH3:33])[S:22](=[O:31])(=[O:30])[C:23]=3[C:24]3[CH:29]=[CH:28][CH:27]=[CH:26][CH:25]=3)[CH2:14][CH2:13]2)=[N:4][CH:5]=[C:6]([C:8]([F:11])([F:10])[F:9])[CH:7]=1.COC1C=CC(P2(=S)SP(=S)(C3C=CC(OC)=CC=3)[S:45]2)=CC=1. The catalyst is C1(C)C=CC=CC=1. The product is [Cl:1][C:2]1[C:3]([N:12]2[CH2:17][CH2:16][CH:15]([NH:18][C:19]3[C:20](=[S:45])[N:21]([CH:32]([CH3:34])[CH3:33])[S:22](=[O:31])(=[O:30])[C:23]=3[C:24]3[CH:29]=[CH:28][CH:27]=[CH:26][CH:25]=3)[CH2:14][CH2:13]2)=[N:4][CH:5]=[C:6]([C:8]([F:11])([F:10])[F:9])[CH:7]=1. The yield is 0.710. (7) The reactants are [C:1]([C:3]1[CH:4]=[C:5]([N:9]([N:17]([C:21]([NH:23][C:24]2[CH:29]=[CH:28][C:27](I)=[CH:26][CH:25]=2)=[O:22])[CH2:18][CH2:19][CH3:20])[C:10]([O:12][C:13]([CH3:16])([CH3:15])[CH3:14])=[O:11])[CH:6]=[CH:7][CH:8]=1)#[N:2].[C:31]([NH:35][S:36]([C:39]1[CH:44]=[CH:43][CH:42]=[CH:41][C:40]=1B(O)O)(=[O:38])=[O:37])([CH3:34])([CH3:33])[CH3:32].C(=O)([O-])[O-].[Na+].[Na+]. The catalyst is COCCOC.C1C=CC(P(C2C=CC=CC=2)[C-]2C=CC=C2)=CC=1.C1C=CC(P(C2C=CC=CC=2)[C-]2C=CC=C2)=CC=1.Cl[Pd]Cl.[Fe+2]. The product is [C:13]([O:12][C:10]([N:9]([C:5]1[CH:6]=[CH:7][CH:8]=[C:3]([C:1]#[N:2])[CH:4]=1)[N:17]([CH2:18][CH2:19][CH3:20])[C:21]([NH:23][C:24]1[CH:29]=[CH:28][C:27]([C:40]2[C:39]([S:36]([NH:35][C:31]([CH3:34])([CH3:33])[CH3:32])(=[O:37])=[O:38])=[CH:44][CH:43]=[CH:42][CH:41]=2)=[CH:26][CH:25]=1)=[O:22])=[O:11])([CH3:16])([CH3:15])[CH3:14]. The yield is 0.756. (8) The reactants are [NH2:1][C:2]1[C:7]([C:8]([C:10]2[CH:11]=[N:12][C:13]([NH:16][CH2:17][CH2:18][O:19][CH3:20])=[CH:14][CH:15]=2)=[O:9])=[CH:6][C:5](Br)=[CH:4][N:3]=1.[CH3:22][O:23][C:24]1[CH:25]=[C:26](B(O)O)[CH:27]=[CH:28][C:29]=1[O:30][CH3:31].C(#N)C.C(=O)([O-])[O-].[Na+].[Na+]. The catalyst is O.Cl[Pd-2](Cl)(P(C1C=CC=CC=1)(C1C=CC=CC=1)C1C=CC=CC=1)P(C1C=CC=CC=1)(C1C=CC=CC=1)C1C=CC=CC=1. The product is [NH2:1][C:2]1[C:7]([C:8]([C:10]2[CH:11]=[N:12][C:13]([NH:16][CH2:17][CH2:18][O:19][CH3:20])=[CH:14][CH:15]=2)=[O:9])=[CH:6][C:5]([C:27]2[CH:26]=[CH:25][C:24]([O:23][CH3:22])=[C:29]([O:30][CH3:31])[CH:28]=2)=[CH:4][N:3]=1. The yield is 0.740. (9) The reactants are C(OC(=O)[NH:5][C:6]1[C:7]([C:14]#[C:15][Si](C)(C)C)=[N:8][CH:9]=[CH:10][C:11]=1[O:12][CH3:13])C.[OH-].[K+]. The catalyst is CC(O)(C)C. The product is [CH3:13][O:12][C:11]1[CH:10]=[CH:9][N:8]=[C:7]2[CH:14]=[CH:15][NH:5][C:6]=12. The yield is 0.540. (10) The reactants are [NH:1]1[C:7]2[CH:8]=[CH:9][CH:10]=[CH:11][C:6]=2[CH2:5][CH2:4][NH:3][C:2]1=[O:12].F[B-](F)(F)F.[O:18]=[N+:19]=[O:20]. The catalyst is C1S(=O)(=O)CCC1.O. The product is [N+:19]([C:10]1[CH:9]=[CH:8][C:7]2[NH:1][C:2](=[O:12])[NH:3][CH2:4][CH2:5][C:6]=2[CH:11]=1)([O-:20])=[O:18]. The yield is 0.470.